This data is from Reaction yield outcomes from USPTO patents with 853,638 reactions. The task is: Predict the reaction yield, written as a fraction of the theoretical maximum amount of product (1.0 means a 100% yield; for example, 0.34 means a 34% yield). (1) The reactants are [NH:1]1[C:9]2[C:4](=[CH:5][CH:6]=[CH:7][CH:8]=2)[CH:3]=[CH:2]1.[C:10](OC)(=O)C(OC)=O.CC(C)([O-])C.[K+]. The catalyst is CN(C=O)C.O. The product is [CH3:10][N:1]1[C:9]2[C:4](=[CH:5][CH:6]=[CH:7][CH:8]=2)[CH:3]=[CH:2]1. The yield is 0.470. (2) The reactants are [C:1]([C:5]1[C:13]2[C:8](=[CH:9][C:10]([N+:14]([O-])=O)=[CH:11][CH:12]=2)[NH:7][CH:6]=1)([CH3:4])([CH3:3])[CH3:2]. The catalyst is [Ni]. The product is [C:1]([C:5]1[C:13]2[C:8](=[CH:9][C:10]([NH2:14])=[CH:11][CH:12]=2)[NH:7][CH:6]=1)([CH3:4])([CH3:2])[CH3:3]. The yield is 0.770. (3) The reactants are [Br:1][C:2]1[N:7]=[CH:6][C:5]2[N:8]=[C:9]([C@H:15]([OH:17])[CH3:16])[N:10]([C@H:11]([CH2:13][CH3:14])[CH3:12])[C:4]=2[CH:3]=1.[O:18]1[CH:23]=[CH:22][CH2:21][CH2:20][CH2:19]1.C1(C)C=CC(S(O)(=O)=O)=CC=1. The catalyst is O1CCCC1.C(=O)(O)[O-].[Na+]. The product is [Br:1][C:2]1[N:7]=[CH:6][C:5]2[N:8]=[C:9]([C@@H:15]([O:17][CH:19]3[CH2:20][CH2:21][CH2:22][CH2:23][O:18]3)[CH3:16])[N:10]([C@@H:11]([CH2:13][CH3:14])[CH3:12])[C:4]=2[CH:3]=1. The yield is 0.590. (4) The reactants are [Br:1][C:2]1[CH:7]=[CH:6][N:5]=[C:4]2[NH:8][CH:9]=[CH:10][C:3]=12.[H-].[Na+].[C:13]1([S:19](Cl)(=[O:21])=[O:20])[CH:18]=[CH:17][CH:16]=[CH:15][CH:14]=1. The catalyst is C1COCC1.CCCCC. The product is [C:13]1([S:19]([N:8]2[C:4]3=[N:5][CH:6]=[CH:7][C:2]([Br:1])=[C:3]3[CH:10]=[CH:9]2)(=[O:21])=[O:20])[CH:18]=[CH:17][CH:16]=[CH:15][CH:14]=1. The yield is 0.730. (5) The reactants are [NH2:1][C@@H:2]1[C:11]2[C:6](=[CH:7][CH:8]=[CH:9][CH:10]=2)[C@H:5]([OH:12])[CH2:4][CH2:3]1.[H-].[Na+].F[C:16]1[CH:17]=[CH:18][C:19]2[N:20]([C:22]([N:25]3[CH2:29][CH2:28][C@H:27]([O:30][Si:31]([CH:38]([CH3:40])[CH3:39])([CH:35]([CH3:37])[CH3:36])[CH:32]([CH3:34])[CH3:33])[CH2:26]3)=[N:23][N:24]=2)[CH:21]=1.N. The catalyst is CN(C=O)C.CO.C(Cl)Cl. The product is [CH:38]([Si:31]([CH:32]([CH3:34])[CH3:33])([CH:35]([CH3:37])[CH3:36])[O:30][C@H:27]1[CH2:28][CH2:29][N:25]([C:22]2[N:20]3[CH:21]=[C:16]([O:12][C@H:5]4[C:6]5[C:11](=[CH:10][CH:9]=[CH:8][CH:7]=5)[C@@H:2]([NH2:1])[CH2:3][CH2:4]4)[CH:17]=[CH:18][C:19]3=[N:24][N:23]=2)[CH2:26]1)([CH3:40])[CH3:39]. The yield is 0.230.